From a dataset of Full USPTO retrosynthesis dataset with 1.9M reactions from patents (1976-2016). Predict the reactants needed to synthesize the given product. Given the product [I:18][C:2]1[CH:7]=[CH:6][C:5]([C:8](=[O:12])[CH2:9][CH2:10][CH3:11])=[CH:4][CH:3]=1, predict the reactants needed to synthesize it. The reactants are: N[C:2]1[CH:7]=[CH:6][C:5]([C:8](=[O:12])[CH2:9][CH2:10][CH3:11])=[CH:4][CH:3]=1.N([O-])=O.[Na+].[Na+].[I-:18].